Predict the reactants needed to synthesize the given product. From a dataset of Full USPTO retrosynthesis dataset with 1.9M reactions from patents (1976-2016). (1) Given the product [Si:1]([O:8][C@H:9]1[CH2:14][CH2:13][C@H:12]([N:15]2[C:19]([F:40])=[C:18]([I:20])[CH:17]=[N:16]2)[CH2:11][CH2:10]1)([C:4]([CH3:7])([CH3:5])[CH3:6])([CH3:3])[CH3:2], predict the reactants needed to synthesize it. The reactants are: [Si:1]([O:8][CH:9]1[CH2:14][CH2:13][CH:12]([N:15]2[CH:19]=[C:18]([I:20])[CH:17]=[N:16]2)[CH2:11][CH2:10]1)([C:4]([CH3:7])([CH3:6])[CH3:5])([CH3:3])[CH3:2].C1COCC1.[Li+].CC([N-]C(C)C)C.C1CCCCC1.[F:40]N(S(C1C=CC=CC=1)(=O)=O)S(C1C=CC=CC=1)(=O)=O.[NH4+].[Cl-]. (2) Given the product [CH2:45]([NH:46][C:31]([N:10]1[CH2:11][CH2:12][C:13]2[C:18](=[CH:17][CH:16]=[CH:15][CH:14]=2)[C@H:9]1[C:6]1[CH:5]=[CH:4][C:3]([C:2]([F:1])([F:19])[F:20])=[CH:8][CH:7]=1)=[O:32])[CH:44]([CH3:47])[CH3:43], predict the reactants needed to synthesize it. The reactants are: [F:1][C:2]([F:20])([F:19])[C:3]1[CH:8]=[CH:7][C:6]([C@@H:9]2[C:18]3[C:13](=[CH:14][CH:15]=[CH:16][CH:17]=3)[CH2:12][CH2:11][NH:10]2)=[CH:5][CH:4]=1.CCN(C(C)C)C(C)C.Cl[C:31](OC1C=CC([N+]([O-])=O)=CC=1)=[O:32].[CH3:43][CH:44]([CH3:47])[CH2:45][NH2:46]. (3) Given the product [CH2:1]([C:4]1[C:12]([N:13]([CH:16]2[CH2:21][CH2:20][C:19]([F:23])([F:22])[CH2:18][CH2:17]2)[CH2:14][CH3:15])=[CH:11][CH:10]=[CH:9][C:5]=1[C:6]([NH:38][CH2:37][C:29]1[C:30]([O:35][CH3:36])=[N:31][C:32]([CH3:34])=[CH:33][C:28]=1[CH2:24][CH2:25][CH:26]=[CH2:27])=[O:8])[CH:2]=[CH2:3], predict the reactants needed to synthesize it. The reactants are: [CH2:1]([C:4]1[C:12]([N:13]([CH:16]2[CH2:21][CH2:20][C:19]([F:23])([F:22])[CH2:18][CH2:17]2)[CH2:14][CH3:15])=[CH:11][CH:10]=[CH:9][C:5]=1[C:6]([OH:8])=O)[CH:2]=[CH2:3].[CH2:24]([C:28]1[CH:33]=[C:32]([CH3:34])[N:31]=[C:30]([O:35][CH3:36])[C:29]=1[CH2:37][NH2:38])[CH2:25][CH:26]=[CH2:27].C(Cl)CCl.C1C=NC2N(O)N=NC=2C=1.CN1CCOCC1. (4) Given the product [CH2:1]([O:8][C:9]([NH:11][C@H:12]([C:21]([O:23][C:24]([CH3:27])([CH3:26])[CH3:25])=[O:22])[CH2:13][C:14]1[CH:15]=[N:16][C:17](/[CH:69]=[CH:70]/[CH2:71][C:72]2[CH:77]=[CH:76][CH:75]=[C:74]([N:78]([C:50]([O:53][C:29]([CH3:34])([CH3:30])[CH3:28])=[O:52])[CH3:79])[N:73]=2)=[CH:18][CH:19]=1)=[O:10])[C:2]1[CH:7]=[CH:6][CH:5]=[CH:4][CH:3]=1, predict the reactants needed to synthesize it. The reactants are: [CH2:1]([O:8][C:9]([NH:11][C@H:12]([C:21]([O:23][C:24]([CH3:27])([CH3:26])[CH3:25])=[O:22])[CH2:13][C:14]1[CH:15]=[N:16][C:17](Br)=[CH:18][CH:19]=1)=[O:10])[C:2]1[CH:7]=[CH:6][CH:5]=[CH:4][CH:3]=1.[CH3:28][C:29]1[C:34](P([C:34]2[C:29]([CH3:28])=[CH:30]C=CC=2)[C:34]2[C:29]([CH3:28])=[CH:30]C=CC=2)=CC=C[CH:30]=1.[C:50]([O-:53])(=[O:52])C.[Na+].ClC1C=CC=C(Cl)C=1C(N[C@H](C(O)=O)CC1C=CC([CH2:69][CH2:70][CH2:71][C:72]2[CH:77]=[CH:76][CH:75]=[C:74]([NH:78][CH3:79])[N:73]=2)=CC=1)=O. (5) The reactants are: [C:1]([C:3]1[CH:8]=[CH:7][C:6]([C:9](=[O:11])[CH3:10])=[CH:5][CH:4]=1)#[CH:2].[CH2:12]([O:14][C:15](=[O:19])/[CH:16]=[CH:17]\I)[CH3:13]. Given the product [CH2:12]([O:14][C:15](=[O:19])[CH:16]=[CH:17][C:2]#[C:1][C:3]1[CH:8]=[CH:7][C:6]([C:9](=[O:11])[CH3:10])=[CH:5][CH:4]=1)[CH3:13], predict the reactants needed to synthesize it. (6) Given the product [NH2:9][C:10]1[N:11]=[C:12]([C:21]2[CH:26]=[C:25]([O:27][CH2:28][CH2:29][N:30]([CH2:31][CH3:32])[CH2:33][CH3:34])[C:24]([Cl:35])=[CH:23][C:22]=2[Cl:36])[C:13]2[CH:18]=[C:17]([C:19]([NH:2][OH:3])=[NH:20])[S:16][C:14]=2[N:15]=1, predict the reactants needed to synthesize it. The reactants are: Cl.[NH2:2][OH:3].C([O-])(=O)C.[Na+].[NH2:9][C:10]1[N:11]=[C:12]([C:21]2[CH:26]=[C:25]([O:27][CH2:28][CH2:29][N:30]([CH2:33][CH3:34])[CH2:31][CH3:32])[C:24]([Cl:35])=[CH:23][C:22]=2[Cl:36])[C:13]2[CH:18]=[C:17]([C:19]#[N:20])[S:16][C:14]=2[N:15]=1.O. (7) The reactants are: [C:1]([CH2:4][NH:5][C:6]([C:8]1[C:13]([OH:14])=[CH:12][C:11]([OH:15])=[CH:10][N:9]=1)=[O:7])(=[O:3])[NH2:2].CN(C=O)C.C(N(C(C)C)CC)(C)C.C1(N[S:37]([C:40]([F:43])([F:42])[F:41])(=[O:39])=[O:38])C=CC=CC=1. Given the product [C:1]([CH2:4][NH:5][C:6]([C:8]1[N:9]=[CH:10][C:11]([O:15][S:37]([C:40]([F:43])([F:42])[F:41])(=[O:39])=[O:38])=[CH:12][C:13]=1[OH:14])=[O:7])(=[O:3])[NH2:2], predict the reactants needed to synthesize it.